From a dataset of TCR-epitope binding with 47,182 pairs between 192 epitopes and 23,139 TCRs. Binary Classification. Given a T-cell receptor sequence (or CDR3 region) and an epitope sequence, predict whether binding occurs between them. (1) The epitope is SSNVANYQK. The TCR CDR3 sequence is CSVGQGIDTQYF. Result: 1 (the TCR binds to the epitope). (2) The epitope is GLNKIVRMY. The TCR CDR3 sequence is CASSLEAVAGWTKKAFF. Result: 0 (the TCR does not bind to the epitope). (3) The epitope is YIFFASFYY. The TCR CDR3 sequence is CASSLGQGITPQHF. Result: 1 (the TCR binds to the epitope). (4) The epitope is RPHERNGFTVL. The TCR CDR3 sequence is CATSAWDRGLYEQYF. Result: 0 (the TCR does not bind to the epitope). (5) The epitope is GTITVEELK. The TCR CDR3 sequence is CASRTPENTEAFF. Result: 0 (the TCR does not bind to the epitope). (6) The epitope is VTEHDTLLY. The TCR CDR3 sequence is CASSFRAGYNEQFF. Result: 1 (the TCR binds to the epitope). (7) The epitope is SEETGTLIV. The TCR CDR3 sequence is CASSQDRGTGVEETQYF. Result: 0 (the TCR does not bind to the epitope). (8) The epitope is FLYNLLTRV. Result: 0 (the TCR does not bind to the epitope). The TCR CDR3 sequence is CASSIETSPGDTQYF. (9) The epitope is RILGAGCFV. The TCR CDR3 sequence is CASKDGISYEQYF. Result: 0 (the TCR does not bind to the epitope). (10) The epitope is IPSINVHHY. The TCR CDR3 sequence is CASSLELAMGETQYF. Result: 1 (the TCR binds to the epitope).